Dataset: Antibody paratope prediction from SAbDab with 1,023 antibody chains. Task: Token-level Classification. Given an antibody amino acid sequence, predict which amino acid positions are active in antigen binding. Output is a list of indices for active paratope positions. (1) Given the antibody sequence: DIVMTQSPSSLTVTAGEKVTMSCKSSQSLFNSGKRKNFLTWYHQKPGQPPKLLIYWASTRESGVPDRFSGSGSGTDFTLTITSVQAEDLAIYYCQNDYSHPLTFGAGTKLELK, which amino acid positions are active in antigen binding (paratope)? The paratope positions are: [30, 31, 32, 33, 34, 35]. (2) The paratope positions are: [52, 83, 84, 85, 104, 105, 106]. Given the antibody sequence: QVQLVQSGAEVKKPGSSVKVSCKASGYTFSSNVISWVRQAPGQGLEWMGGVIPIVDIANYAQRFKGRVTITADESTSTTYMELSSLRSEDTAVYYCASTLGLVLDAMDYWGQGTLVTVSS, which amino acid positions are active in antigen binding (paratope)?